Task: Regression. Given two drug SMILES strings and cell line genomic features, predict the synergy score measuring deviation from expected non-interaction effect.. Dataset: NCI-60 drug combinations with 297,098 pairs across 59 cell lines (1) Drug 1: C1CCC(CC1)NC(=O)N(CCCl)N=O. Drug 2: CCC1=C2CN3C(=CC4=C(C3=O)COC(=O)C4(CC)O)C2=NC5=C1C=C(C=C5)O. Cell line: HCT-15. Synergy scores: CSS=50.9, Synergy_ZIP=-5.78, Synergy_Bliss=-2.34, Synergy_Loewe=-16.4, Synergy_HSA=-1.38. (2) Drug 1: CC1OCC2C(O1)C(C(C(O2)OC3C4COC(=O)C4C(C5=CC6=C(C=C35)OCO6)C7=CC(=C(C(=C7)OC)O)OC)O)O. Drug 2: C(CN)CNCCSP(=O)(O)O. Cell line: IGROV1. Synergy scores: CSS=23.9, Synergy_ZIP=-8.75, Synergy_Bliss=-0.121, Synergy_Loewe=-34.0, Synergy_HSA=-3.08.